From a dataset of Forward reaction prediction with 1.9M reactions from USPTO patents (1976-2016). Predict the product of the given reaction. (1) Given the reactants CC1C=N[C:5]2[C:6]3[O:15][C@@H:14]([CH2:16]OS(C4C=CC(Br)=CC=4)(=O)=O)[CH2:13][O:12][C:7]=3[CH:8]=[CH:9][C:10]=2C=1.[F:28][C:29]1[CH:30]=[C:31]2[C:35](=[CH:36][CH:37]=1)[NH:34][CH:33]=[C:32]2[CH2:38][CH:39]1[CH2:44][CH2:43][CH2:42][NH:41][CH2:40]1.C([N:47]([CH2:50][CH3:51])[CH2:48][CH3:49])C, predict the reaction product. The product is: [F:28][C:29]1[CH:30]=[C:31]2[C:35](=[CH:36][CH:37]=1)[NH:34][CH:33]=[C:32]2[CH2:38][CH:39]1[CH2:44][CH2:43][CH2:42][N:41]([CH2:16][CH:14]2[O:15][C:6]3=[C:5]4[C:48](=[CH:49][CH:8]=[C:7]3[O:12][CH2:13]2)[N:47]=[C:50]([CH3:51])[CH:9]=[CH:10]4)[CH2:40]1. (2) Given the reactants [CH3:1]N(C)C=O.[OH:6][C:7]1[CH:12]=[CH:11][C:10]([CH:13]([CH3:17])C(O)=O)=[CH:9][C:8]=1[O:18][CH3:19].C(=O)([O-])[O-].[K+].[K+].Br[CH2:27][CH2:28][CH3:29].[C:30]([O:33][CH2:34][CH3:35])(=[O:32])C, predict the reaction product. The product is: [CH3:19][O:18][C:8]1[CH:9]=[C:10]([CH2:13][CH2:17][C:30]([O:33][CH2:34][CH2:35][CH3:1])=[O:32])[CH:11]=[CH:12][C:7]=1[O:6][CH2:27][CH2:28][CH3:29]. (3) Given the reactants C([O:4][C@@H:5]([CH3:32])[CH2:6][O:7][C:8]1[CH:13]=[CH:12][C:11]([C:14]2[CH:19]=[CH:18][CH:17]=[C:16]([CH2:20][O:21][C:22]3[CH:27]=[CH:26][C:25]([CH:28]=O)=[CH:24][CH:23]=3)[C:15]=2[CH3:30])=[C:10]([CH3:31])[CH:9]=1)(=O)C.Cl.NO.C([O-])(=O)C.[Na+:40].C([BH3-])#[N:42].[Na+].Cl.[OH-].[Na+].C([O:50][C:51]([N:53]=[C:54]=[O:55])=[O:52])C, predict the reaction product. The product is: [OH:4][C@@H:5]([CH3:32])[CH2:6][O:7][C:8]1[CH:13]=[CH:12][C:11]([C:14]2[CH:19]=[CH:18][CH:17]=[C:16]([CH2:20][O:21][C:22]3[CH:27]=[CH:26][C:25]([CH2:28][N:42]4[C:54](=[O:55])[N-:53][C:51](=[O:52])[O:50]4)=[CH:24][CH:23]=3)[C:15]=2[CH3:30])=[C:10]([CH3:31])[CH:9]=1.[Na+:40]. (4) Given the reactants N#N.[CH2:3]([P:5]([CH2:12][CH3:13])[C:6]1[CH:11]=[CH:10][CH:9]=[CH:8][CH:7]=1)[CH3:4].[N-:14]([S:22]([C:25]([F:28])([F:27])[F:26])(=[O:24])=[O:23])[S:15]([C:18]([F:21])([F:20])[F:19])(=[O:17])=[O:16].[C:29](=O)(OC)OC, predict the reaction product. The product is: [F:28][C:25]([F:26])([F:27])[S:22]([N-:14][S:15]([C:18]([F:19])([F:20])[F:21])(=[O:16])=[O:17])(=[O:23])=[O:24].[CH2:12]([P+:5]([CH2:3][CH3:4])([CH3:29])[C:6]1[CH:11]=[CH:10][CH:9]=[CH:8][CH:7]=1)[CH3:13]. (5) Given the reactants [CH2:1]([N:8]1[C@@H]2[C@H](C(N)=O)C[C@@:9]1(C1C=CC=CC=1)[C@H](OCC1C=C(C(F)(F)F)C=C(C(F)(F)F)C=1)CC2)C1C=CC=CC=1.CNC.[CH2:44]([N:51]1[C@@H:56]2[C@H:57]([C:59]3[N:60]=[N:61][N:62]([CH2:64][C:65]([OH:67])=O)[N:63]=3)[CH2:58][C@@:52]1([C:84]1[CH:89]=[CH:88][CH:87]=[CH:86][CH:85]=1)[C@H:53]([O:68][CH2:69][C:70]1[CH:75]=[C:74]([C:76]([F:79])([F:78])[F:77])[CH:73]=[C:72]([C:80]([F:83])([F:82])[F:81])[CH:71]=1)[CH2:54][CH2:55]2)[C:45]1[CH:50]=[CH:49][CH:48]=[CH:47][CH:46]=1, predict the reaction product. The product is: [CH2:44]([N:51]1[C@@H:56]2[C@H:57]([C:59]3[N:60]=[N:61][N:62]([CH2:64][C:65](=[O:67])[N:8]([CH3:9])[CH3:1])[N:63]=3)[CH2:58][C@@:52]1([C:84]1[CH:89]=[CH:88][CH:87]=[CH:86][CH:85]=1)[C@H:53]([O:68][CH2:69][C:70]1[CH:75]=[C:74]([C:76]([F:79])([F:77])[F:78])[CH:73]=[C:72]([C:80]([F:83])([F:82])[F:81])[CH:71]=1)[CH2:54][CH2:55]2)[C:45]1[CH:50]=[CH:49][CH:48]=[CH:47][CH:46]=1. (6) Given the reactants [P:1]([O:19][C:20]1[CH:25]=[CH:24][CH:23]=[C:22]([C:26]2[NH:27][C:28]3[C:33]([C:34](=[O:36])[CH:35]=2)=[CH:32][C:31]([N:37]2[CH2:41][CH2:40][CH2:39][CH2:38]2)=[CH:30][CH:29]=3)[CH:21]=1)([O:11]CC1C=CC=CC=1)([O:3]CC1C=CC=CC=1)=[O:2], predict the reaction product. The product is: [P:1]([OH:11])([OH:3])([O:19][C:20]1[CH:25]=[CH:24][CH:23]=[C:22]([C:26]2[NH:27][C:28]3[C:33]([C:34](=[O:36])[CH:35]=2)=[CH:32][C:31]([N:37]2[CH2:38][CH2:39][CH2:40][CH2:41]2)=[CH:30][CH:29]=3)[CH:21]=1)=[O:2].